From a dataset of Forward reaction prediction with 1.9M reactions from USPTO patents (1976-2016). Predict the product of the given reaction. (1) Given the reactants [ClH:1].[CH3:2][C:3]1([CH3:28])[CH2:8][CH2:7][C:6]([C:9]2[CH:14]=[CH:13][C:12]([O:15][CH3:16])=[CH:11][C:10]=2[N:17]2[CH2:22][CH2:21][N:20]([CH2:23][CH2:24][CH2:25][CH2:26][CH3:27])[CH2:19][CH2:18]2)=[CH:5][CH2:4]1, predict the reaction product. The product is: [ClH:1].[CH3:2][C:3]1([CH3:28])[CH2:8][CH2:7][CH:6]([C:9]2[CH:14]=[CH:13][C:12]([O:15][CH3:16])=[CH:11][C:10]=2[N:17]2[CH2:18][CH2:19][N:20]([CH2:23][CH2:24][CH2:25][CH2:26][CH3:27])[CH2:21][CH2:22]2)[CH2:5][CH2:4]1. (2) Given the reactants CC(C)([O-])C.[K+].OC(C)(C)[CH:9]([NH:16][C:17](=[O:23])[O:18][C:19]([CH3:22])([CH3:21])C)[C:10]1[CH:11]=[N:12][CH:13]=[CH:14][CH:15]=1, predict the reaction product. The product is: [CH3:22][C:19]1([CH3:21])[O:18][C:17](=[O:23])[NH:16][CH:9]1[C:10]1[CH:11]=[N:12][CH:13]=[CH:14][CH:15]=1. (3) Given the reactants Cl.[C:2]([NH:5][C@@H:6]([CH2:36][C:37]1[CH:42]=[C:41]([F:43])[CH:40]=[C:39]([F:44])[CH:38]=1)[C@H:7]([OH:35])[CH2:8][NH:9][CH:10]1[C:19]2[C:14](=[CH:15][CH:16]=[C:17]([CH2:20][C:21]([CH3:24])([CH3:23])[CH3:22])[CH:18]=2)[N:13](C(OCC2C=CC=CC=2)=O)[CH2:12][CH2:11]1)(=[O:4])[CH3:3], predict the reaction product. The product is: [NH4+:5].[OH-:4].[F:43][C:41]1[CH:42]=[C:37]([CH:38]=[C:39]([F:44])[CH:40]=1)[CH2:36][C@H:6]([NH:5][C:2](=[O:4])[CH3:3])[C@H:7]([OH:35])[CH2:8][NH:9][CH:10]1[C:19]2[C:14](=[CH:15][CH:16]=[C:17]([CH2:20][C:21]([CH3:24])([CH3:23])[CH3:22])[CH:18]=2)[NH:13][CH2:12][CH2:11]1. (4) The product is: [Cl:33][C@H:31]1[CH2:32][N:28]([C:26](=[O:27])[C@@H:25]([NH:24][C:20]([C:18]2[S:19][C:15]([C:12]3[CH:13]=[N:14][C:9]([CH3:8])=[N:10][CH:11]=3)=[CH:16][N:17]=2)=[O:22])[CH:38]2[CH2:39][CH2:40][CH2:41][CH2:42][CH2:43]2)[C@@H:29]2[C@@H:36]([OH:37])[CH2:35][O:34][C@H:30]12. Given the reactants FC(F)(F)C(O)=O.[CH3:8][C:9]1[N:14]=[CH:13][C:12]([C:15]2[S:19][C:18]([C:20]([OH:22])=O)=[N:17][CH:16]=2)=[CH:11][N:10]=1.Cl.[NH2:24][C@@H:25]([CH:38]1[CH2:43][CH2:42][CH2:41][CH2:40][CH2:39]1)[C:26]([N:28]1[CH2:32][C@H:31]([Cl:33])[C@H:30]2[O:34][CH2:35][C@H:36]([OH:37])[C@@H:29]12)=[O:27].CCN(CC)CC.CCCP(=O)=O, predict the reaction product.